Dataset: Full USPTO retrosynthesis dataset with 1.9M reactions from patents (1976-2016). Task: Predict the reactants needed to synthesize the given product. Given the product [CH2:17]([O:24][C:25]1[C:29](/[CH:30]=[CH:9]/[C:10]([O:12][CH2:13][CH3:14])=[O:11])=[CH:28][N:27]([CH3:32])[N:26]=1)[C:18]1[CH:19]=[CH:20][CH:21]=[CH:22][CH:23]=1, predict the reactants needed to synthesize it. The reactants are: C(OP([CH2:9][C:10]([O:12][CH2:13][CH3:14])=[O:11])(OCC)=O)C.[H-].[Na+].[CH2:17]([O:24][C:25]1[C:29]([CH:30]=O)=[CH:28][N:27]([CH3:32])[N:26]=1)[C:18]1[CH:23]=[CH:22][CH:21]=[CH:20][CH:19]=1.O.